From a dataset of Microsomal clearance measurements from AstraZeneca. Regression/Classification. Given a drug SMILES string, predict its absorption, distribution, metabolism, or excretion properties. Task type varies by dataset: regression for continuous measurements (e.g., permeability, clearance, half-life) or binary classification for categorical outcomes (e.g., BBB penetration, CYP inhibition). For this dataset (clearance_microsome_az), we predict log10(clearance) (log10 of the in vitro intrinsic clearance, CLint, in uL/min per mg of human liver microsomal protein, equivalently mL/min/g; values are censored to the assay range of 3 to 150, which is 0.477 to 2.18 on this log10 scale). (1) The molecule is O=C(NC[C@@H](O)CN1CCC(Oc2ccc(Cl)c(Cl)c2)CC1)c1c[nH]nc1C(F)(F)F. The log10(clearance) is 0.480. (2) The molecule is COc1ccccc1CN1C(=O)c2ccccc2C1C(=O)NC1CCC(C)CC1. The log10(clearance) is 2.18. (3) The drug is O=S(=O)(Nc1nnc(-c2ccccc2)s1)c1ccc(Cl)cc1. The log10(clearance) is 1.20. (4) The compound is COc1ccccc1C(=O)/C=C/c1ccccc1C(F)(F)F. The log10(clearance) is 2.18. (5) The drug is CN(c1ccc(-c2cc(C(F)(F)F)ccc2OCC(=O)O)cc1)S(C)(=O)=O. The log10(clearance) is 1.11.